From a dataset of Catalyst prediction with 721,799 reactions and 888 catalyst types from USPTO. Predict which catalyst facilitates the given reaction. Reactant: [CH3:1][O:2][C:3]1[CH:4]=[C:5]2[C:10](=[CH:11][C:12]=1[O:13][CH3:14])[N:9]=[CH:8][CH:7]=[C:6]2[O:15][C:16]1[CH:22]=[CH:21][C:19]([NH2:20])=[C:18]([CH3:23])[C:17]=1[CH3:24].C1(C)C=CC=CC=1.C(N(CC)CC)C.Cl[C:40](Cl)([O:42]C(=O)OC(Cl)(Cl)Cl)Cl.[CH3:51][N:52]([CH3:62])[C:53]1[CH:54]=[C:55]([CH:59]=[CH:60][CH:61]=1)[CH:56]([OH:58])[CH3:57]. Product: [CH3:1][O:2][C:3]1[CH:4]=[C:5]2[C:10](=[CH:11][C:12]=1[O:13][CH3:14])[N:9]=[CH:8][CH:7]=[C:6]2[O:15][C:16]1[CH:22]=[CH:21][C:19]([NH:20][C:40](=[O:42])[O:58][CH:56]([C:55]2[CH:59]=[CH:60][CH:61]=[C:53]([N:52]([CH3:51])[CH3:62])[CH:54]=2)[CH3:57])=[C:18]([CH3:23])[C:17]=1[CH3:24]. The catalyst class is: 2.